From a dataset of Full USPTO retrosynthesis dataset with 1.9M reactions from patents (1976-2016). Predict the reactants needed to synthesize the given product. (1) Given the product [F:21][C:18]([F:19])([F:20])[CH2:17][O:16][C:5]1[CH:6]=[CH:7][C:8]([O:10][CH2:11][C:12]([F:13])([F:14])[F:15])=[CH:9][C:4]=1[C:2](=[O:3])[CH:1]=[CH:28][C:27]1[CH:30]=[CH:31][CH:32]=[C:25]([N+:22]([O-:24])=[O:23])[CH:26]=1, predict the reactants needed to synthesize it. The reactants are: [CH3:1][C:2]([C:4]1[CH:9]=[C:8]([O:10][CH2:11][C:12]([F:15])([F:14])[F:13])[CH:7]=[CH:6][C:5]=1[O:16][CH2:17][C:18]([F:21])([F:20])[F:19])=[O:3].[N+:22]([C:25]1[CH:26]=[C:27]([CH:30]=[CH:31][CH:32]=1)[CH:28]=O)([O-:24])=[O:23].CO.[OH-].[Na+]. (2) Given the product [NH:10]1[C:2]2=[N:3][CH:4]=[CH:5][CH:6]=[C:7]2[CH:8]=[N:11]1, predict the reactants needed to synthesize it. The reactants are: Cl[C:2]1[C:7]([CH:8]=O)=[CH:6][CH:5]=[CH:4][N:3]=1.[NH2:10][NH2:11].O1CCOCC1. (3) Given the product [CH3:19][N:17]1[CH:18]=[C:13]([C:3]2[CH:4]=[C:5]([CH:11]=[CH:12][C:2]=2[O:40][C:34]2[CH:39]=[CH:38][CH:37]=[CH:36][CH:35]=2)[C:6]([O:8][CH2:9][CH3:10])=[O:7])[C:14]2[CH:23]=[CH:22][NH:21][C:15]=2[C:16]1=[O:20], predict the reactants needed to synthesize it. The reactants are: F[C:2]1[CH:12]=[CH:11][C:5]([C:6]([O:8][CH2:9][CH3:10])=[O:7])=[CH:4][C:3]=1[C:13]1[C:14]2[CH:23]=[CH:22][N:21](S(C3C=CC(C)=CC=3)(=O)=O)[C:15]=2[C:16](=[O:20])[N:17]([CH3:19])[CH:18]=1.[C:34]1([OH:40])[CH:39]=[CH:38][CH:37]=[CH:36][CH:35]=1.C(=O)([O-])[O-].[Cs+].[Cs+]. (4) Given the product [F:1][C:2]([F:21])([C:7]([F:19])([F:20])[CH2:8][O:9][CH2:10][CH2:11][CH2:12][C:13]1[CH:14]=[CH:15][CH:16]=[CH:17][CH:18]=1)[CH2:3][CH2:4][CH:5]=[O:6], predict the reactants needed to synthesize it. The reactants are: [F:1][C:2]([F:21])([C:7]([F:20])([F:19])[CH2:8][O:9][CH2:10][CH2:11][CH2:12][C:13]1[CH:18]=[CH:17][CH:16]=[CH:15][CH:14]=1)[CH2:3][CH2:4][CH2:5][OH:6].C1(CCCCOCCC=O)C=CC=CC=1.